Predict the reactants needed to synthesize the given product. From a dataset of Full USPTO retrosynthesis dataset with 1.9M reactions from patents (1976-2016). (1) Given the product [Cl:2][C:3]1[CH:4]=[C:5]([C@@H:9]([OH:35])[CH2:10][NH:11][C@H:12]([CH2:33][OH:34])[CH2:13][C:14]2[CH:15]=[CH:16][C:17]([NH:20][C:21]([C:23]3[CH:24]=[CH:25][C:26]([C:27]([O-:29])=[O:28])=[CH:31][CH:32]=3)=[O:22])=[CH:18][CH:19]=2)[CH:6]=[CH:7][CH:8]=1.[Na+:37], predict the reactants needed to synthesize it. The reactants are: Cl.[Cl:2][C:3]1[CH:4]=[C:5]([C@@H:9]([OH:35])[CH2:10][NH:11][C@H:12]([CH2:33][OH:34])[CH2:13][C:14]2[CH:19]=[CH:18][C:17]([NH:20][C:21]([C:23]3[CH:32]=[CH:31][C:26]([C:27]([O:29]C)=[O:28])=[CH:25][CH:24]=3)=[O:22])=[CH:16][CH:15]=2)[CH:6]=[CH:7][CH:8]=1.[OH-].[Na+:37]. (2) Given the product [F:1][C:2]([F:18])([F:19])[C:3]1[CH:4]=[C:5]([O:9][C:10]2[CH:11]=[C:12]([CH:15]=[CH:16][CH:17]=2)[CH2:13][NH2:14])[CH:6]=[CH:7][CH:8]=1, predict the reactants needed to synthesize it. The reactants are: [F:1][C:2]([F:19])([F:18])[C:3]1[CH:4]=[C:5]([O:9][C:10]2[CH:11]=[C:12]([CH:15]=[CH:16][CH:17]=2)[C:13]#[N:14])[CH:6]=[CH:7][CH:8]=1.C1COCC1.[H-].[Al+3].[Li+].[H-].[H-].[H-].[OH-].[Na+]. (3) The reactants are: C(=O)([O-])[O-].[Cs+].[Cs+].[Br:7][C:8]1[CH:9]=[N:10][NH:11][CH:12]=1.CS(O[CH:18]1[CH2:23][CH2:22][CH:21]([C:24]([O:26][CH2:27][CH3:28])=[O:25])[CH2:20][CH2:19]1)(=O)=O. Given the product [Br:7][C:8]1[CH:9]=[N:10][N:11]([CH:18]2[CH2:23][CH2:22][CH:21]([C:24]([O:26][CH2:27][CH3:28])=[O:25])[CH2:20][CH2:19]2)[CH:12]=1, predict the reactants needed to synthesize it. (4) Given the product [OH:4][C:5]1([CH3:1])[CH2:10][CH2:9][CH2:8][CH2:7][CH:6]1[NH:11][C:12](=[O:18])[O:13][C:14]([CH3:15])([CH3:17])[CH3:16], predict the reactants needed to synthesize it. The reactants are: [CH3:1][Mg]Cl.[O:4]=[C:5]1[CH2:10][CH2:9][CH2:8][CH2:7][CH:6]1[NH:11][C:12](=[O:18])[O:13][C:14]([CH3:17])([CH3:16])[CH3:15]. (5) Given the product [Cl:26][C:27]1[CH:32]=[C:31]([C:33]2[CH:38]=[CH:37][CH:36]=[CH:35][CH:34]=2)[N:30]=[C:29]([C:39]([NH:14][C:13]2[CH:15]=[CH:16][CH:17]=[CH:18][C:12]=2[C:10]2[S:11][C:7]([C:1]3[CH:2]=[CH:3][CH:4]=[CH:5][CH:6]=3)=[N:8][N:9]=2)=[O:40])[CH:28]=1, predict the reactants needed to synthesize it. The reactants are: [C:1]1([C:7]2[S:11][C:10]([C:12]3[CH:18]=[CH:17][CH:16]=[CH:15][C:13]=3[NH2:14])=[N:9][N:8]=2)[CH:6]=[CH:5][CH:4]=[CH:3][CH:2]=1.C(N(CC)CC)C.[Cl:26][C:27]1[CH:32]=[C:31]([C:33]2[CH:38]=[CH:37][CH:36]=[CH:35][CH:34]=2)[N:30]=[C:29]([C:39](Cl)=[O:40])[CH:28]=1.CO. (6) Given the product [F:24][C:19]1[CH:20]=[CH:21][CH:22]=[CH:23][C:18]=1[CH2:17][C:10]1[N:9]=[C:8]([C:6]2[N:7]=[C:2]([I:39])[C:3]3[C:27]([CH3:28])([CH3:29])[C:26](=[O:30])[NH:25][C:4]=3[N:5]=2)[N:12]2[CH:13]=[CH:14][CH:15]=[N:16][C:11]=12, predict the reactants needed to synthesize it. The reactants are: N[C:2]1[C:3]2[C:27]([CH3:29])([CH3:28])[C:26](=[O:30])[NH:25][C:4]=2[N:5]=[C:6]([C:8]2[N:12]3[CH:13]=[CH:14][CH:15]=[N:16][C:11]3=[C:10]([CH2:17][C:18]3[CH:23]=[CH:22][CH:21]=[CH:20][C:19]=3[F:24])[N:9]=2)[N:7]=1.N(OCCC(C)C)=O.[I:39]CI. (7) Given the product [CH2:26]([NH:8][C:9]([C:11]1[S:12][CH:13]=[CH:14][C:15]=1[NH:16][C:17]1[C:18]2[CH:25]=[CH:24][NH:23][C:19]=2[N:20]=[CH:21][N:22]=1)=[O:10])[CH2:27][C:28]1[CH:33]=[CH:32][CH:31]=[CH:30][CH:29]=1, predict the reactants needed to synthesize it. The reactants are: C([NH:8][C:9]([C:11]1[S:12][CH:13]=[CH:14][C:15]=1[NH:16][C:17]1[C:18]2[CH:25]=[CH:24][NH:23][C:19]=2[N:20]=[CH:21][N:22]=1)=[O:10])C1C=CC=CC=1.[CH2:26](N)[CH2:27][C:28]1[CH:33]=[CH:32][CH:31]=[CH:30][CH:29]=1. (8) Given the product [NH2:1][C:2]1[N:7]=[C:6]([C:8]2[O:9][CH:10]=[CH:11][CH:12]=2)[C:5]([C:13]#[N:14])=[C:4]([NH:24][CH2:23][C:22]2[CH:25]=[CH:26][CH:27]=[C:20]([O:19][CH3:18])[CH:21]=2)[N:3]=1, predict the reactants needed to synthesize it. The reactants are: [NH2:1][C:2]1[N:7]=[C:6]([C:8]2[O:9][CH:10]=[CH:11][CH:12]=2)[C:5]([C:13]#[N:14])=[C:4](S(C)=O)[N:3]=1.[CH3:18][O:19][C:20]1[CH:21]=[C:22]([CH:25]=[CH:26][CH:27]=1)[CH2:23][NH2:24]. (9) Given the product [F:20][C:2]([F:1])([F:21])[C:3]1[CH:8]=[CH:7][C:6]([CH:9]2[CH2:14][NH:13][CH2:12][CH:11]([C:15]([O:17][CH2:18][CH3:19])=[O:16])[CH2:10]2)=[CH:5][CH:4]=1, predict the reactants needed to synthesize it. The reactants are: [F:1][C:2]([F:21])([F:20])[C:3]1[CH:8]=[CH:7][C:6]([C:9]2[CH:10]=[C:11]([C:15]([O:17][CH2:18][CH3:19])=[O:16])[CH:12]=[N:13][CH:14]=2)=[CH:5][CH:4]=1.[H][H]. (10) The reactants are: C[O-].C([Sn+](CCCC)CCCC)CCC.Br[C:17]1[CH:18]=[C:19]([CH2:23][C:24]([O:26][CH3:27])=[O:25])[CH:20]=[CH:21][CH:22]=1.C([O:31][C:32]([CH3:34])=[CH2:33])(=O)C.C1(C)C=CC=CC=1P(C1C=CC=CC=1C)C1C=CC=CC=1C. Given the product [CH3:27][O:26][C:24](=[O:25])[CH2:23][C:19]1[CH:20]=[CH:21][CH:22]=[C:17]([CH2:33][C:32](=[O:31])[CH3:34])[CH:18]=1, predict the reactants needed to synthesize it.